Dataset: Peptide-MHC class II binding affinity with 134,281 pairs from IEDB. Task: Regression. Given a peptide amino acid sequence and an MHC pseudo amino acid sequence, predict their binding affinity value. This is MHC class II binding data. (1) The peptide sequence is IIQGLKLMNSPEFHL. The MHC is DRB1_0301 with pseudo-sequence DRB1_0301. The binding affinity (normalized) is 0.0289. (2) The peptide sequence is LELKKLGEVSWEEEA. The MHC is HLA-DQA10501-DQB10402 with pseudo-sequence HLA-DQA10501-DQB10402. The binding affinity (normalized) is 0. (3) The peptide sequence is ETAYFILKLAGRWPVKVI. The MHC is DRB1_1602 with pseudo-sequence DRB1_1602. The binding affinity (normalized) is 0.569.